This data is from Full USPTO retrosynthesis dataset with 1.9M reactions from patents (1976-2016). The task is: Predict the reactants needed to synthesize the given product. (1) Given the product [Br:18][C:10]1[O:9][C:8]([C:5]2[CH:4]=[CH:3][C:2]([F:1])=[CH:7][CH:6]=2)=[N:12][C:11]=1[C:13]([O:15][CH2:16][CH3:17])=[O:14], predict the reactants needed to synthesize it. The reactants are: [F:1][C:2]1[CH:7]=[CH:6][C:5]([C:8]2[O:9][CH:10]=[C:11]([C:13]([O:15][CH2:16][CH3:17])=[O:14])[N:12]=2)=[CH:4][CH:3]=1.[Br:18]Br.S([O-])([O-])(=O)=S.[Na+].[Na+]. (2) Given the product [Br:1][C:2]1[CH:3]=[C:4]([C:9]2[C:13]([CH2:14][CH2:15][CH2:16][OH:17])=[CH:12][O:11][N:10]=2)[CH:5]=[CH:6][C:7]=1[F:8], predict the reactants needed to synthesize it. The reactants are: [Br:1][C:2]1[CH:3]=[C:4]([C:9]2[C:13]([CH2:14][CH2:15][C:16](OC)=[O:17])=[CH:12][O:11][N:10]=2)[CH:5]=[CH:6][C:7]=1[F:8].[H-].C([Al+]CC(C)C)C(C)C.Cl. (3) Given the product [CH3:2][O:3][C:4](=[O:29])[C@H:5]([CH2:7][C:8]1[CH:9]=[CH:10][C:11]([C:14]2[C:15](=[O:28])[N:16]([CH2:21][C:22]3[CH:27]=[CH:26][CH:25]=[CH:24][CH:23]=3)[CH:17]=[C:18]([Cl:20])[CH:19]=2)=[CH:12][CH:13]=1)[NH:6][C:39]([C:34]1([CH2:33][CH2:32][O:31][CH3:30])[CH2:38][CH2:37][CH2:36][CH2:35]1)=[O:40], predict the reactants needed to synthesize it. The reactants are: Cl.[CH3:2][O:3][C:4](=[O:29])[C@H:5]([CH2:7][C:8]1[CH:13]=[CH:12][C:11]([C:14]2[C:15](=[O:28])[N:16]([CH2:21][C:22]3[CH:27]=[CH:26][CH:25]=[CH:24][CH:23]=3)[CH:17]=[C:18]([Cl:20])[CH:19]=2)=[CH:10][CH:9]=1)[NH2:6].[CH3:30][O:31][CH2:32][CH2:33][C:34]1([C:39](O)=[O:40])[CH2:38][CH2:37][CH2:36][CH2:35]1.CCN(C(C)C)C(C)C.CN(C(ON1N=NC2C=CC=CC1=2)=[N+](C)C)C.F[P-](F)(F)(F)(F)F. (4) Given the product [CH2:1]([O:8][C:9]1[CH:14]=[CH:13][C:12]([CH2:15][CH2:16][CH2:17][CH2:18][CH:19]2[CH2:20][O:21][C:25]([CH3:27])([C:24]([O:29][CH3:30])=[O:28])[O:23][CH2:22]2)=[CH:11][CH:10]=1)[C:2]1[CH:3]=[CH:4][CH:5]=[CH:6][CH:7]=1, predict the reactants needed to synthesize it. The reactants are: [CH2:1]([O:8][C:9]1[CH:14]=[CH:13][C:12]([CH2:15][CH2:16][CH2:17][CH2:18][CH:19]([CH2:22][OH:23])[CH2:20][OH:21])=[CH:11][CH:10]=1)[C:2]1[CH:7]=[CH:6][CH:5]=[CH:4][CH:3]=1.[C:24]([O:29][CH3:30])(=[O:28])[C:25]([CH3:27])=O.C(=O)(O)[O-].[Na+]. (5) Given the product [CH2:7]([N:9]([CH2:12][C:13]1[CH:14]=[C:15](/[CH:16]=[CH:26]/[C:27]([NH:29][C:30]2[CH:38]=[CH:37][CH:36]=[CH:35][C:31]=2[C:32]([OH:34])=[O:33])=[O:28])[CH:18]=[CH:19][C:20]=1[O:21][CH3:22])[CH2:10][CH3:11])[CH3:8], predict the reactants needed to synthesize it. The reactants are: N1CCCCC1.[CH2:7]([N:9]([CH2:12][C:13]1[CH:14]=[C:15]([CH:18]=[CH:19][C:20]=1[O:21][CH3:22])[CH:16]=O)[CH2:10][CH3:11])[CH3:8].C([CH2:26][C:27]([NH:29][C:30]1[CH:38]=[CH:37][CH:36]=[CH:35][C:31]=1[C:32]([OH:34])=[O:33])=[O:28])(O)=O.CC(O)=O. (6) The reactants are: COC(C1C=C(NS(C2C=CC(C)=CC=2)(=O)=O)C2C(=C(OCC3C=CC=CC=3)C=CC=2)N=1)=O.[C:34]([C:36]1[C:37]([C:50]([OH:52])=[O:51])=[N:38][C:39]2[C:44]([C:45]=1[OH:46])=[CH:43][CH:42]=[CH:41][C:40]=2[N+:47]([O-:49])=[O:48])#[CH:35]. Given the product [CH2:34]([C:36]1[C:37]([C:50]([OH:52])=[O:51])=[N:38][C:39]2[C:44]([C:45]=1[OH:46])=[CH:43][CH:42]=[CH:41][C:40]=2[N+:47]([O-:49])=[O:48])[CH3:35], predict the reactants needed to synthesize it. (7) Given the product [Cl:1][C:2]1[CH:3]=[C:4]2[C:8](=[CH:9][CH:10]=1)[N:7]([S:19]([C:22]1[CH:23]=[CH:24][C:25]([C:26]([OH:28])=[O:27])=[CH:29][CH:30]=1)(=[O:21])=[O:20])[CH2:6][CH2:5]2, predict the reactants needed to synthesize it. The reactants are: [Cl:1][C:2]1[CH:3]=[C:4]2[C:8](=[CH:9][CH:10]=1)[NH:7][CH2:6][CH2:5]2.C(N(CC)CC)C.Cl[S:19]([C:22]1[CH:30]=[CH:29][C:25]([C:26]([OH:28])=[O:27])=[CH:24][CH:23]=1)(=[O:21])=[O:20].[OH-].[Na+]. (8) Given the product [C:3]([O:7][C:8]([NH:10][C@@H:11]1[CH2:16][CH2:15][CH2:14][N:13]([C:17]2[C:31]([CH2:32][C:33]3[CH:38]=[CH:37][CH:36]=[CH:35][C:34]=3[Cl:39])=[C:20]3[C:21](=[O:30])[N:22]([CH3:29])[C:23]([C:25]([OH:27])=[O:26])=[CH:24][N:19]3[N:18]=2)[CH2:12]1)=[O:9])([CH3:6])([CH3:4])[CH3:5], predict the reactants needed to synthesize it. The reactants are: [OH-].[Na+].[C:3]([O:7][C:8]([NH:10][C@@H:11]1[CH2:16][CH2:15][CH2:14][N:13]([C:17]2[C:31]([CH2:32][C:33]3[CH:38]=[CH:37][CH:36]=[CH:35][C:34]=3[Cl:39])=[C:20]3[C:21](=[O:30])[N:22]([CH3:29])[C:23]([C:25]([O:27]C)=[O:26])=[CH:24][N:19]3[N:18]=2)[CH2:12]1)=[O:9])([CH3:6])([CH3:5])[CH3:4].S([O-])(O)(=O)=O.[Na+]. (9) Given the product [CH3:12][C:13]1([CH3:18])[CH2:16][O:11][B:9]([C:6]2[CH:5]=[CH:4][C:3]([CH:1]=[O:2])=[CH:8][CH:7]=2)[O:10][CH2:14]1, predict the reactants needed to synthesize it. The reactants are: [CH:1]([C:3]1[CH:8]=[CH:7][C:6]([B:9]([OH:11])[OH:10])=[CH:5][CH:4]=1)=[O:2].[CH3:12][C:13]([CH3:18])([CH2:16]O)[CH2:14]O. (10) Given the product [C:34]([O:11][CH2:12][C:13]12[CH2:18][CH2:17][C:16]([C:21]3[CH:26]=[CH:25][CH:24]=[C:23]([O:27][C:28]4[CH:29]=[CH:30][CH:31]=[CH:32][CH:33]=4)[CH:22]=3)([CH2:19][CH2:20]1)[O:15][CH2:14]2)(=[O:36])[CH3:35], predict the reactants needed to synthesize it. The reactants are: CC1C=CC(S([O:11][CH2:12][C:13]23[CH2:20][CH2:19][C:16]([C:21]4[CH:26]=[CH:25][CH:24]=[C:23]([O:27][C:28]5[CH:33]=[CH:32][CH:31]=[CH:30][CH:29]=5)[CH:22]=4)([CH2:17][CH2:18]2)[O:15][CH2:14]3)(=O)=O)=CC=1.[C:34]([O-])(=[O:36])[CH3:35].[Na+].